Dataset: Forward reaction prediction with 1.9M reactions from USPTO patents (1976-2016). Task: Predict the product of the given reaction. (1) Given the reactants [C:1]([C:3]1[C:11]2[O:10][C:9]([C:12]3[CH:17]=[CH:16][C:15]([C:18]4([NH:22]C(=O)OC(C)(C)C)[CH2:21][CH2:20][CH2:19]4)=[CH:14][CH:13]=3)=[C:8]([C:30]3[CH:35]=[CH:34][CH:33]=[CH:32][CH:31]=3)[C:7]=2[CH:6]=[CH:5][CH:4]=1)#[N:2].Cl, predict the reaction product. The product is: [NH2:22][C:18]1([C:15]2[CH:16]=[CH:17][C:12]([C:9]3[O:10][C:11]4[C:3]([C:1]#[N:2])=[CH:4][CH:5]=[CH:6][C:7]=4[C:8]=3[C:30]3[CH:35]=[CH:34][CH:33]=[CH:32][CH:31]=3)=[CH:13][CH:14]=2)[CH2:19][CH2:20][CH2:21]1. (2) Given the reactants [C:1]([O:5][C:6]([NH:8][CH2:9][C:10]([OH:12])=O)=[O:7])([CH3:4])([CH3:3])[CH3:2].CCN(C(C)C)C(C)C.[CH2:22]([NH2:29])[C:23]1[CH:28]=[CH:27][CH:26]=[CH:25][CH:24]=1.F[P-](F)(F)(F)(F)F.N1(OC(N(C)C)=[N+](C)C)C2N=CC=CC=2N=N1, predict the reaction product. The product is: [CH2:22]([NH:29][C:10](=[O:12])[CH2:9][NH:8][C:6]([O:5][C:1]([CH3:2])([CH3:3])[CH3:4])=[O:7])[C:23]1[CH:28]=[CH:27][CH:26]=[CH:25][CH:24]=1.